From a dataset of Forward reaction prediction with 1.9M reactions from USPTO patents (1976-2016). Predict the product of the given reaction. (1) Given the reactants [C:1]1([CH:7]2[CH2:12][CH2:11][C:10](=[O:13])[CH2:9][CH2:8]2)[CH:6]=[CH:5][CH:4]=[CH:3][CH:2]=1.[H-].[Na+].[C:16](OCC)(=[O:18])[CH3:17].O, predict the reaction product. The product is: [C:16]([CH:9]1[CH2:8][CH:7]([C:1]2[CH:6]=[CH:5][CH:4]=[CH:3][CH:2]=2)[CH2:12][CH2:11][C:10]1=[O:13])(=[O:18])[CH3:17]. (2) The product is: [Br:3][C:4]1[CH:5]=[C:6]([CH:17]([CH2:26][CH:23]2[CH2:25][CH2:24]2)[C:18]([O:20][CH2:21][CH3:22])=[O:19])[CH:7]=[C:8]([Cl:16])[C:9]=1[O:10][CH2:11][C:12]([F:15])([F:13])[F:14]. Given the reactants [H-].[Na+].[Br:3][C:4]1[CH:5]=[C:6]([CH2:17][C:18]([O:20][CH2:21][CH3:22])=[O:19])[CH:7]=[C:8]([Cl:16])[C:9]=1[O:10][CH2:11][C:12]([F:15])([F:14])[F:13].[CH:23]1([CH2:26]Br)[CH2:25][CH2:24]1, predict the reaction product.